Dataset: Catalyst prediction with 721,799 reactions and 888 catalyst types from USPTO. Task: Predict which catalyst facilitates the given reaction. (1) Reactant: O(C(C)(C)C)[K].[Br:7][C:8]1[CH:13]=[CH:12][C:11]([NH2:14])=[C:10]([C:15]#[C:16][CH2:17][CH2:18][N:19]2[CH2:23][CH2:22][CH2:21][CH:20]2[CH3:24])[CH:9]=1. Product: [Br:7][C:8]1[CH:9]=[C:10]2[C:11](=[CH:12][CH:13]=1)[NH:14][C:16]([CH2:17][CH2:18][N:19]1[CH2:23][CH2:22][CH2:21][CH:20]1[CH3:24])=[CH:15]2. The catalyst class is: 37. (2) Reactant: [CH3:1][C:2]1[N:25]([CH3:26])[C:5]2[CH:6]=[C:7]([C:22]([OH:24])=O)[C:8]3[CH2:9][CH2:10][C:11]4([NH:20][C:21]=3[C:4]=2[N:3]=1)[CH2:19][C:18]1[C:13](=[CH:14][CH:15]=[CH:16][CH:17]=1)[CH2:12]4.C[N:28](C(ON1N=NC2C=CC=CC1=2)=[N+](C)C)C.[B-](F)(F)(F)F.N. Product: [CH3:1][C:2]1[N:25]([CH3:26])[C:5]2[CH:6]=[C:7]([C:22]([NH2:28])=[O:24])[C:8]3[CH2:9][CH2:10][C:11]4([NH:20][C:21]=3[C:4]=2[N:3]=1)[CH2:19][C:18]1[C:13](=[CH:14][CH:15]=[CH:16][CH:17]=1)[CH2:12]4. The catalyst class is: 9. (3) Reactant: [C:1]1([CH2:7][CH2:8][CH:9]=O)[CH:6]=[CH:5][CH:4]=[CH:3][CH:2]=1.C1C=CC=CC=1.[C:17]([NH:21][OH:22])([CH3:20])([CH3:19])[CH3:18]. Product: [C:17]([N+:21]([O-:22])=[CH:9][CH2:8][CH2:7][C:1]1[CH:6]=[CH:5][CH:4]=[CH:3][CH:2]=1)([CH3:20])([CH3:19])[CH3:18]. The catalyst class is: 22. (4) Reactant: [O:1]1[CH:5]=[N:4][N:3]=[C:2]1[C:6]1[CH:7]=[C:8]([CH:10]=[CH:11][CH:12]=1)[NH2:9].C(=O)(O)[O-].[Na+].CC(C)=O.O.[CH2:23]([O:30][C:31](Cl)=[O:32])[C:24]1[CH:29]=[CH:28][CH:27]=[CH:26][CH:25]=1. Product: [CH2:23]([O:30][C:31](=[O:32])[NH:9][C:8]1[CH:10]=[CH:11][CH:12]=[C:6]([C:2]2[O:1][CH:5]=[N:4][N:3]=2)[CH:7]=1)[C:24]1[CH:29]=[CH:28][CH:27]=[CH:26][CH:25]=1. The catalyst class is: 6. (5) Reactant: [CH2:1]([O:3][C:4]1[CH:13]=[CH:12][C:11]([CH3:14])=[CH:10][C:5]=1[C:6]([O:8]C)=[O:7])[CH3:2].CO.O.[OH-].[Li+]. Product: [CH2:1]([O:3][C:4]1[CH:13]=[CH:12][C:11]([CH3:14])=[CH:10][C:5]=1[C:6]([OH:8])=[O:7])[CH3:2]. The catalyst class is: 1.